The task is: Predict the reactants needed to synthesize the given product.. This data is from Full USPTO retrosynthesis dataset with 1.9M reactions from patents (1976-2016). (1) Given the product [S:20]1[C:24]([C:2]2[C:10]3[C:5](=[CH:6][CH:7]=[C:8]([C:11]([NH2:13])=[O:12])[CH:9]=3)[N:4]([CH:14]3[CH2:19][CH2:18][CH2:17][CH2:16][O:15]3)[N:3]=2)=[CH:23][C:22]2[CH:28]=[CH:29][CH:30]=[CH:31][C:21]1=2, predict the reactants needed to synthesize it. The reactants are: Br[C:2]1[C:10]2[C:5](=[CH:6][CH:7]=[C:8]([C:11]([NH2:13])=[O:12])[CH:9]=2)[N:4]([CH:14]2[CH2:19][CH2:18][CH2:17][CH2:16][O:15]2)[N:3]=1.[S:20]1[C:24](B(O)O)=[CH:23][C:22]2[CH:28]=[CH:29][CH:30]=[CH:31][C:21]1=2.ClCCl.P([O-])([O-])([O-])=O.[K+].[K+].[K+]. (2) Given the product [Cl:23][C:3]1[CH:4]=[C:5]([O:21][CH3:22])[C:6]([NH:8][S:9]([CH2:12][C:13]2[CH:18]=[C:17]([Cl:19])[CH:16]=[C:15]([Cl:20])[CH:14]=2)(=[O:11])=[O:10])=[N:7][C:2]=1[C:24]#[N:25], predict the reactants needed to synthesize it. The reactants are: Br[C:2]1[N:7]=[C:6]([NH:8][S:9]([CH2:12][C:13]2[CH:18]=[C:17]([Cl:19])[CH:16]=[C:15]([Cl:20])[CH:14]=2)(=[O:11])=[O:10])[C:5]([O:21][CH3:22])=[CH:4][C:3]=1[Cl:23].[C:24]([Cu])#[N:25]. (3) Given the product [NH2:1][C:2]1[C:11]2[N:10]=[CH:9][C:8]([CH2:12][CH2:13][C:14]3[CH:19]=[CH:18][C:17]([CH:20]([NH:31][CH2:30][CH2:28][OH:29])[CH3:21])=[CH:16][CH:15]=3)=[CH:7][C:6]=2[C:5]2[CH:23]=[CH:24][C:25]([CH3:27])=[CH:26][C:4]=2[N:3]=1, predict the reactants needed to synthesize it. The reactants are: [NH2:1][C:2]1[C:11]2[N:10]=[CH:9][C:8]([CH2:12][CH2:13][C:14]3[CH:19]=[CH:18][C:17]([C:20](=O)[CH3:21])=[CH:16][CH:15]=3)=[CH:7][C:6]=2[C:5]2[CH:23]=[CH:24][C:25]([CH3:27])=[CH:26][C:4]=2[N:3]=1.[CH2:28]([CH2:30][NH2:31])[OH:29].C(O)(C(F)(F)F)=O.